This data is from Catalyst prediction with 721,799 reactions and 888 catalyst types from USPTO. The task is: Predict which catalyst facilitates the given reaction. (1) Reactant: [N:1]12[CH2:7][C:4]([C:8]([C:16]3[CH:21]=[CH:20][CH:19]=[CH:18][CH:17]=3)([C:10]3[CH:15]=[CH:14][CH:13]=[CH:12][CH:11]=3)[OH:9])([CH2:5][CH2:6]1)[CH2:3][CH2:2]2.[F:22][C:23]([O:26][C:27]1[CH:32]=[CH:31][C:30]([CH2:33][Br:34])=[CH:29][CH:28]=1)([F:25])[F:24]. Product: [Br-:34].[OH:9][C:8]([C:16]1[CH:21]=[CH:20][CH:19]=[CH:18][CH:17]=1)([C:10]1[CH:15]=[CH:14][CH:13]=[CH:12][CH:11]=1)[C:4]12[CH2:7][N+:1]([CH2:33][C:30]3[CH:31]=[CH:32][C:27]([O:26][C:23]([F:22])([F:24])[F:25])=[CH:28][CH:29]=3)([CH2:6][CH2:5]1)[CH2:2][CH2:3]2. The catalyst class is: 23. (2) Reactant: [Cl:1][C:2]1[CH:3]=[C:4]([CH:19]=[CH:20][C:21]=1[CH2:22][CH:23]1[CH2:27][CH2:26][N:25]([CH:28]2[CH2:33][CH2:32][CH2:31][CH2:30][CH2:29]2)[C:24]1=[O:34])[O:5][CH2:6][CH2:7][N:8]1C(=O)C2C(=CC=CC=2)C1=O.O.NN. Product: [ClH:1].[NH2:8][CH2:7][CH2:6][O:5][C:4]1[CH:19]=[CH:20][C:21]([CH2:22][CH:23]2[CH2:27][CH2:26][N:25]([CH:28]3[CH2:33][CH2:32][CH2:31][CH2:30][CH2:29]3)[C:24]2=[O:34])=[C:2]([Cl:1])[CH:3]=1. The catalyst class is: 8. (3) Reactant: [Br:1][C:2]1[CH:7]=[C:6]([NH2:8])[C:5]([NH2:9])=[C:4]([CH3:10])[CH:3]=1.[C:11]([O-])(O)=O.[Na+]. Product: [Br:1][C:2]1[CH:3]=[C:4]([CH3:10])[C:5]2[NH:9][CH:11]=[N:8][C:6]=2[CH:7]=1. The catalyst class is: 106. (4) Reactant: [SH:1][C:2]1[CH:7]=[CH:6][C:5]([N+:8]([O-:10])=[O:9])=[CH:4][N:3]=1.CC(C)=O.Cl[CH2:16][C:17]1[CH:24]=[CH:23][C:20]([CH:21]=[O:22])=[CH:19][CH:18]=1.C(=O)([O-])[O-].[K+].[K+]. Product: [N+:8]([C:5]1[CH:6]=[CH:7][C:2]([S:1][CH2:16][C:17]2[CH:24]=[CH:23][C:20]([CH:21]=[O:22])=[CH:19][CH:18]=2)=[N:3][CH:4]=1)([O-:10])=[O:9]. The catalyst class is: 6.